The task is: Predict the product of the given reaction.. This data is from Forward reaction prediction with 1.9M reactions from USPTO patents (1976-2016). (1) Given the reactants I[C:2]1[CH:7]=[CH:6][CH:5]=[CH:4][CH:3]=1.C([Sn](CCCC)(CCCC)[C:13]1[CH:18]=[CH:17][CH:16]=[CH:15][CH:14]=1)CCC, predict the reaction product. The product is: [C:2]1([C:13]2[CH:18]=[CH:17][CH:16]=[CH:15][CH:14]=2)[CH:7]=[CH:6][CH:5]=[CH:4][CH:3]=1. (2) Given the reactants Br[C:2]1[CH:3]=[C:4]([S:8]([NH2:11])(=[O:10])=[O:9])[CH:5]=[CH:6][CH:7]=1.[C:12]1(B(O)O)[CH:17]=[CH:16][CH:15]=[CH:14][CH:13]=1, predict the reaction product. The product is: [C:12]1([C:2]2[CH:3]=[C:4]([S:8]([NH2:11])(=[O:10])=[O:9])[CH:5]=[CH:6][CH:7]=2)[CH:17]=[CH:16][CH:15]=[CH:14][CH:13]=1. (3) Given the reactants C(OC(=O)[NH:7][C@H:8]([CH2:28][C:29]1[CH:34]=[CH:33][C:32]([O:35][CH3:36])=[CH:31][CH:30]=1)[C:9](=[O:27])[N:10]1[CH2:13][C:12]([O:21][CH2:22][CH2:23][CH2:24][CH2:25][CH3:26])([C:14]2[CH:19]=[CH:18][CH:17]=[CH:16][C:15]=2[CH3:20])[CH2:11]1)(C)(C)C.[F:38][C:39]([F:44])([F:43])[C:40]([OH:42])=[O:41], predict the reaction product. The product is: [F:38][C:39]([F:44])([F:43])[C:40]([OH:42])=[O:41].[NH2:7][C@H:8]([CH2:28][C:29]1[CH:30]=[CH:31][C:32]([O:35][CH3:36])=[CH:33][CH:34]=1)[C:9]([N:10]1[CH2:11][C:12]([O:21][CH2:22][CH2:23][CH2:24][CH2:25][CH3:26])([C:14]2[CH:19]=[CH:18][CH:17]=[CH:16][C:15]=2[CH3:20])[CH2:13]1)=[O:27]. (4) Given the reactants Cl[CH2:2][C:3]([CH3:5])=[CH2:4].[F:6][C:7]1[CH:8]=[CH:9][C:10]([N+:14]([O-])=O)=[C:11]([OH:13])[CH:12]=1.[C:17](=[O:20])([O-])[O-].[K+].[K+].S(S([O-])=O)([O-])=O.[Na+].[Na+].[C:31]1(C)C=CC=CC=1, predict the reaction product. The product is: [F:6][C:7]1[CH:8]=[CH:9][C:10]([NH:14][C:17](=[O:20])[CH3:31])=[C:11]([O:13][CH2:2][C:3]([CH3:5])=[CH2:4])[CH:12]=1. (5) Given the reactants [N-:1]=[N+:2]=[N-:3].[Na+].Br[CH2:6][CH:7]1[CH2:12][CH2:11][CH2:10][CH2:9][O:8]1, predict the reaction product. The product is: [N:1]([CH2:6][CH:7]1[CH2:12][CH2:11][CH2:10][CH2:9][O:8]1)=[N+:2]=[N-:3]. (6) Given the reactants [Cl:1][C:2]1[CH:3]=[C:4]([CH3:26])[C:5]2[N:10]=[C:9]([C:11]3[C:12]([C:17]4[CH:22]=[CH:21][CH:20]=[CH:19][C:18]=4[Cl:23])=[N:13][N:14]([CH3:16])[CH:15]=3)[O:8][C:7](=O)[C:6]=2[CH:25]=1.[OH2:27].[NH2:28][NH2:29].CN1CCCC1=O, predict the reaction product. The product is: [Cl:1][C:2]1[CH:3]=[C:4]([CH3:26])[C:5]([NH:10][C:9]([C:11]2[C:12]([C:17]3[CH:22]=[CH:21][CH:20]=[CH:19][C:18]=3[Cl:23])=[N:13][N:14]([CH3:16])[CH:15]=2)=[O:8])=[C:6]([C:7]([NH:28][NH2:29])=[O:27])[CH:25]=1. (7) The product is: [ClH:2].[Cl:29][C:8]1[CH:7]=[C:6]([C:9]2[CH:13]=[C:12]([C:14]([NH:16][C:17]3[CH:18]=[CH:19][C:20]([C@H:23]4[O:28][CH2:27][CH2:26][NH:25][CH2:24]4)=[CH:21][CH:22]=3)=[O:15])[NH:11][N:10]=2)[CH:5]=[CH:4][CH:3]=1. Given the reactants Cl.[Cl:2][C:3]1[CH:8]=[CH:7][C:6]([C:9]2[CH:13]=[C:12]([C:14]([NH:16][C:17]3[CH:22]=[CH:21][C:20]([C@H:23]4[O:28][CH2:27][CH2:26][NH:25][CH2:24]4)=[CH:19][CH:18]=3)=[O:15])[NH:11][N:10]=2)=[CH:5][CH:4]=1.[Cl:29]C1C=C(C2C=C(C(O)=O)NN=2)C=CC=1, predict the reaction product. (8) Given the reactants [F:1][C:2]1[CH:7]=[CH:6][C:5]([C:8]2[CH:13]=[C:12]([CH3:14])[N:11]=[CH:10][C:9]=2[N:15]([CH3:29])[C:16](=[O:28])[C:17]2[CH:22]=[C:21]([C:23]([F:26])([F:25])[F:24])[CH:20]=[C:19]([SH:27])[CH:18]=2)=[C:4]([O:30][CH3:31])[CH:3]=1.Br[CH2:33][CH2:34][CH2:35][CH2:36][C:37]([OH:39])=[O:38].CCN(C(C)C)C(C)C.[NH4+].[Cl-], predict the reaction product. The product is: [F:1][C:2]1[CH:7]=[CH:6][C:5]([C:8]2[CH:13]=[C:12]([CH3:14])[N:11]=[CH:10][C:9]=2[N:15]([CH3:29])[C:16]([C:17]2[CH:18]=[C:19]([S:27][CH2:33][CH2:34][CH2:35][CH2:36][C:37]([OH:39])=[O:38])[CH:20]=[C:21]([C:23]([F:26])([F:25])[F:24])[CH:22]=2)=[O:28])=[C:4]([O:30][CH3:31])[CH:3]=1. (9) Given the reactants [F:1][C:2]([F:17])([C:13]([F:16])([F:15])[F:14])[CH2:3][CH2:4][CH2:5][S:6]([CH2:9][CH2:10][CH2:11]Cl)(=[O:8])=[O:7].[CH2:18]([NH2:20])[CH3:19], predict the reaction product. The product is: [CH2:18]([NH:20][CH2:11][CH2:10][CH2:9][S:6]([CH2:5][CH2:4][CH2:3][C:2]([F:17])([F:1])[C:13]([F:16])([F:15])[F:14])(=[O:8])=[O:7])[CH3:19]. (10) Given the reactants [NH2:1][S:2]([C:5]1[C:10]([O:11][CH3:12])=[CH:9][CH:8]=[C:7]([CH3:13])[C:6]=1[NH:14][C:15]([C:17]1[C:18](=[O:35])[N:19]([CH2:28][C:29]2[CH:34]=[CH:33][CH:32]=[CH:31][CH:30]=2)[C:20]2[C:25]([C:26]=1[OH:27])=[CH:24][CH:23]=[CH:22][N:21]=2)=O)(=[O:4])=[O:3], predict the reaction product. The product is: [CH2:28]([N:19]1[C:20]2[C:25](=[CH:24][CH:23]=[CH:22][N:21]=2)[C:26]([OH:27])=[C:17]([C:15]2[NH:14][C:6]3[C:7]([CH3:13])=[CH:8][CH:9]=[C:10]([O:11][CH3:12])[C:5]=3[S:2](=[O:3])(=[O:4])[N:1]=2)[C:18]1=[O:35])[C:29]1[CH:30]=[CH:31][CH:32]=[CH:33][CH:34]=1.